This data is from Forward reaction prediction with 1.9M reactions from USPTO patents (1976-2016). The task is: Predict the product of the given reaction. (1) Given the reactants [CH:1]([C:4]1[CH:9]=[CH:8][CH:7]=[CH:6][CH:5]=1)([CH3:3])[CH3:2].[N:10]([O:12]C(C)(C)C)=[O:11].ON1C(=O)C2=CC=CC=C2C1=O.C(C1C=CC=CC=1)(C)=C.OC(C1C=CC=CC=1)(C)C, predict the reaction product. The product is: [CH3:2][C:1]([C:4]1[CH:9]=[CH:8][CH:7]=[CH:6][CH:5]=1)([N+:10]([O-:12])=[O:11])[CH3:3]. (2) Given the reactants [C:1]([OH:6])(=[O:5])[CH:2]([CH3:4])[OH:3].[C:7](=[O:9])=[O:8].[CH3:10][C:11]([CH3:13])=O.[Li+].[CH3:15][CH:16]([N-]C(C)C)[CH3:17].[CH2:22](Br)[C:23](=[CH2:25])[CH3:24], predict the reaction product. The product is: [CH:11]([O:5][C:1](=[O:6])[CH:2]([OH:3])[CH:4]([CH2:22][C:23]([CH3:24])=[CH2:25])[C:7]([O:9][CH:16]([CH3:17])[CH3:15])=[O:8])([CH3:13])[CH3:10]. (3) Given the reactants [H-].[Al+3].[Li+].[H-].[H-].[H-].[CH2:7]([C:9]12[CH2:17][CH2:16][CH2:15][C:14]1([NH:18][CH:19]=O)[CH:13]1[CH2:21][CH:10]2[CH2:11][CH2:12]1)[CH3:8], predict the reaction product. The product is: [CH2:7]([C:9]12[CH2:17][CH2:16][CH2:15][C:14]1([NH:18][CH3:19])[CH:13]1[CH2:21][CH:10]2[CH2:11][CH2:12]1)[CH3:8]. (4) Given the reactants [H-].[Na+].[CH3:3][N:4]([CH3:7])[CH:5]=[O:6].[Cl:8][C:9]1[CH:14]=[CH:13][CH:12]=[CH:11][C:10]=1[C@H:15]([N:20]1[CH2:25][CH2:24][CH:23]2[S:26][C:27](=[O:29])[CH:28]=[C:22]2[CH2:21]1)[C:16]([O:18][CH3:19])=[O:17].CN(C)C(Cl)=O, predict the reaction product. The product is: [CH3:3][N:4]([CH3:7])[C:5]([O:29][C:27]1[S:26][C:23]2[CH2:24][CH2:25][N:20]([C@@H:15]([C:10]3[CH:11]=[CH:12][CH:13]=[CH:14][C:9]=3[Cl:8])[C:16]([O:18][CH3:19])=[O:17])[CH2:21][C:22]=2[CH:28]=1)=[O:6]. (5) Given the reactants [OH:1][C@@H:2]([CH2:31]O)[CH2:3][N:4]1[CH:8]=[CH:7][C:6]([NH:9][C:10](=[O:30])[C@@H:11]([N:16]2[CH2:20][C:19]([O:21][C:22]3[CH:27]=[CH:26][CH:25]=[CH:24][C:23]=3[F:28])=[CH:18][C:17]2=[O:29])[CH2:12][CH:13]([CH3:15])[CH3:14])=[N:5]1.[CH3:33]N(C)CCCN=C=NCC.ON1C2C=CC=CC=2N=N1.Cl.O[C@@H](CO)CN1C=CC(NC(=O)[C@@H](N2CC(OC3C=CC=C(Cl)C=3Cl)=CC2=O)CC(C)C)=N1, predict the reaction product. The product is: [OH:1][C:2]([CH3:33])([CH3:31])[CH2:3][N:4]1[CH:8]=[CH:7][C:6]([NH:9][C:10](=[O:30])[C@@H:11]([N:16]2[CH2:20][C:19]([O:21][C:22]3[CH:27]=[CH:26][CH:25]=[CH:24][C:23]=3[F:28])=[CH:18][C:17]2=[O:29])[CH2:12][CH:13]([CH3:14])[CH3:15])=[N:5]1. (6) Given the reactants [CH:1](=O)[C:2]1[C:3](=[CH:5][CH:6]=[CH:7][CH:8]=1)[OH:4].[C:10]1(=[O:15])[O:14][CH2:13][CH2:12][CH2:11]1.C[O-].[Na+].S(=O)(=O)(O)O, predict the reaction product. The product is: [OH:4][C:3]1[CH:5]=[CH:6][CH:7]=[CH:8][C:2]=1[CH:1]=[C:11]1[CH2:12][CH2:13][O:14][C:10]1=[O:15].